From a dataset of Reaction yield outcomes from USPTO patents with 853,638 reactions. Predict the reaction yield, written as a fraction of the theoretical maximum amount of product (1.0 means a 100% yield; for example, 0.34 means a 34% yield). The reactants are Cl[CH2:2][CH2:3][CH2:4][CH2:5][CH2:6][CH2:7][CH2:8][CH2:9][CH2:10][C:11]#[C:12][Si:13]([CH2:22][C:23](=[CH2:25])[CH3:24])([CH2:18][C:19](=[CH2:21])[CH3:20])[CH2:14][C:15](=[CH2:17])[CH3:16].[N-:26]=[N+:27]=[N-:28].[Na+]. The catalyst is CN(C)C=O. The product is [N:26]([CH2:2][CH2:3][CH2:4][CH2:5][CH2:6][CH2:7][CH2:8][CH2:9][CH2:10][CH2:11][CH2:12][Si:13]([CH2:22][C:23](=[CH2:25])[CH3:24])([CH2:18][C:19](=[CH2:21])[CH3:20])[CH2:14][C:15](=[CH2:17])[CH3:16])=[N+:27]=[N-:28]. The yield is 0.890.